The task is: Predict the reaction yield, written as a fraction of the theoretical maximum amount of product (1.0 means a 100% yield; for example, 0.34 means a 34% yield).. This data is from Reaction yield outcomes from USPTO patents with 853,638 reactions. (1) The reactants are [Br:1][C:2]1[CH:7]=[C:6](I)[C:5]([Br:9])=[CH:4][C:3]=1I.[C:11]1(B(O)O)[C:20]2[C:15](=[CH:16][CH:17]=[CH:18][CH:19]=2)[CH:14]=[CH:13][CH:12]=1.[C:37]1(P([C:37]2[CH:42]=[CH:41][CH:40]=[CH:39][CH:38]=2)[C:37]2[CH:42]=[CH:41][CH:40]=[CH:39][CH:38]=2)[CH:42]=[CH:41][CH:40]=[CH:39][CH:38]=1.[OH-].[K+].[N+]([C:48]1[CH:53]=CC=[CH:50][CH:49]=1)([O-])=O. The catalyst is O. The product is [Br:1][C:2]1[CH:7]=[C:6]([C:11]2[C:20]3[C:15](=[CH:16][CH:17]=[CH:18][CH:19]=3)[CH:14]=[CH:13][CH:12]=2)[C:5]([Br:9])=[CH:4][C:3]=1[C:39]1[C:38]2[C:37](=[CH:53][CH:48]=[CH:49][CH:50]=2)[CH:42]=[CH:41][CH:40]=1. The yield is 0.700. (2) The reactants are [N+:1]([C:4]1[CH:5]=[C:6]([CH:10]2[CH:15]3[CH:11]2[CH2:12][N:13]([CH2:17][CH2:18][CH2:19][C:20]2[CH:25]=[CH:24][CH:23]=[CH:22][CH:21]=2)[C:14]3=O)[CH:7]=[CH:8][CH:9]=1)([O-])=O.[H-].[Al+3].[Li+].[H-].[H-].[H-].Cl.[OH-].[Na+]. The yield is 0.750. The catalyst is O1CCCC1.O. The product is [C:20]1([CH2:19][CH2:18][CH2:17][N:13]2[CH2:12][CH:11]3[CH:15]([CH:10]3[C:6]3[CH:5]=[C:4]([NH2:1])[CH:9]=[CH:8][CH:7]=3)[CH2:14]2)[CH:21]=[CH:22][CH:23]=[CH:24][CH:25]=1.